This data is from Forward reaction prediction with 1.9M reactions from USPTO patents (1976-2016). The task is: Predict the product of the given reaction. (1) The product is: [F:1][C:2]([F:33])([F:32])[C:3]1[CH:4]=[C:5]([C@H:13]2[O:17][C:16](=[O:18])[N:15]([CH2:19][C:20]3[C:25]([Br:26])=[CH:24][N:23]=[C:22]([N:38]4[CH2:39][C:36]([F:40])([F:35])[CH2:37]4)[N:21]=3)[C@H:14]2[CH3:31])[CH:6]=[C:7]([C:9]([F:12])([F:11])[F:10])[CH:8]=1. Given the reactants [F:1][C:2]([F:33])([F:32])[C:3]1[CH:4]=[C:5]([C@H:13]2[O:17][C:16](=[O:18])[N:15]([CH2:19][C:20]3[C:25]([Br:26])=[CH:24][N:23]=[C:22](S(C)(=O)=O)[N:21]=3)[C@H:14]2[CH3:31])[CH:6]=[C:7]([C:9]([F:12])([F:11])[F:10])[CH:8]=1.Cl.[F:35][C:36]1([F:40])[CH2:39][NH:38][CH2:37]1.C(N(CC)CC)C, predict the reaction product. (2) Given the reactants [Br:1][C:2]1[N:7]=[C:6]([O:8][CH3:9])[C:5](I)=[CH:4][CH:3]=1.C([Li])CCC.CN(C)[CH:18]=[O:19].O, predict the reaction product. The product is: [Br:1][C:2]1[CH:3]=[CH:4][C:5]([CH:18]=[O:19])=[C:6]([O:8][CH3:9])[N:7]=1. (3) Given the reactants [CH:1]([N:14]1[CH2:19][CH2:18][N:17]([CH2:20][CH:21]2[O:25][C:24](=[O:26])[N:23]([CH:27]([CH3:29])[CH3:28])[CH2:22]2)[CH2:16][CH2:15]1)([C:8]1[CH:13]=[CH:12][CH:11]=[CH:10][CH:9]=1)[C:2]1[CH:7]=[CH:6][CH:5]=[CH:4][CH:3]=1.[CH3:30][C:31]1C=CC(S(OC[C@@H]2OC(=O)N(C3CCCC3)C2)(=O)=O)=CC=1.CS(OCC1OC(=O)N(C(C)C)C1)(=O)=O, predict the reaction product. The product is: [CH:1]([N:14]1[CH2:19][CH2:18][N:17]([CH2:20][CH:21]2[O:25][C:24](=[O:26])[N:23]([CH:27]3[CH2:29][CH2:31][CH2:30][CH2:28]3)[CH2:22]2)[CH2:16][CH2:15]1)([C:8]1[CH:9]=[CH:10][CH:11]=[CH:12][CH:13]=1)[C:2]1[CH:7]=[CH:6][CH:5]=[CH:4][CH:3]=1. (4) Given the reactants ON1C2C=CC=CC=2N=N1.[NH2:11][CH2:12][CH2:13][C:14]1[C:22]2[C:17](=[CH:18][CH:19]=[CH:20][CH:21]=2)[NH:16][CH:15]=1.CN1CCOCC1.[CH3:30][N:31]([CH3:49])[C:32]1([C:42]2[CH:47]=[CH:46][CH:45]=[C:44]([F:48])[CH:43]=2)[CH2:37][CH2:36][C:35](=[CH:38][C:39](O)=[O:40])[CH2:34][CH2:33]1.C1(N=C=NC2CCCCC2)CCCCC1.[OH-].[Na+], predict the reaction product. The product is: [CH3:49][N:31]([CH3:30])[C:32]1([C:42]2[CH:47]=[CH:46][CH:45]=[C:44]([F:48])[CH:43]=2)[CH2:37][CH2:36][C:35](=[CH:38][C:39]([NH:11][CH2:12][CH2:13][C:14]2[C:22]3[C:17](=[CH:18][CH:19]=[CH:20][CH:21]=3)[NH:16][CH:15]=2)=[O:40])[CH2:34][CH2:33]1. (5) The product is: [Cl:25][C:5]1[CH:6]=[C:7]([NH:10][C:11]([O:13][C:14]([CH3:17])([CH3:16])[CH3:15])=[O:12])[CH:8]=[CH:9][C:4]=1[CH2:3][OH:2]. Given the reactants C[O:2][C:3](=O)[C:4]1[CH:9]=[CH:8][C:7]([N:10](C(OC(C)(C)C)=O)[C:11]([O:13][C:14]([CH3:17])([CH3:16])[CH3:15])=[O:12])=[CH:6][C:5]=1[Cl:25].[H-].[Al+3].[Li+].[H-].[H-].[H-], predict the reaction product. (6) Given the reactants [O:1]1[CH:5]=[CH:4][CH:3]=[C:2]1[C:6]#[N:7].CCO.[NH2:11][OH:12], predict the reaction product. The product is: [OH:12][N:11]=[C:6]([C:2]1[O:1][CH:5]=[CH:4][CH:3]=1)[NH2:7].